From a dataset of Catalyst prediction with 721,799 reactions and 888 catalyst types from USPTO. Predict which catalyst facilitates the given reaction. (1) Reactant: [CH3:1][N:2]1[CH:6]=[C:5]([C:7]2[CH:8]=[C:9]3[CH:15]=[CH:14][NH:13][C:10]3=[N:11][CH:12]=2)[CH:4]=[N:3]1.[CH3:16][C:17]1[CH:18]=[CH:19][C:20]2[N:21]([C:23]([SH:26])=[N:24][N:25]=2)[N:22]=1.II. Product: [CH3:16][C:17]1[CH:18]=[CH:19][C:20]2[N:21]([C:23]([S:26][C:15]3[C:9]4[C:10](=[N:11][CH:12]=[C:7]([C:5]5[CH:4]=[N:3][N:2]([CH3:1])[CH:6]=5)[CH:8]=4)[NH:13][CH:14]=3)=[N:24][N:25]=2)[N:22]=1. The catalyst class is: 3. (2) Reactant: [F:1][C:2]([F:17])([F:16])[C:3]1[CH:4]=[C:5]([CH:9]=[C:10]([C:12]([F:15])([F:14])[F:13])[CH:11]=1)[C:6](=[S:8])[NH2:7].[CH3:18][O:19][C:20](=[O:26])[CH2:21][C:22]([CH2:24]Cl)=O. Product: [F:17][C:2]([F:1])([F:16])[C:3]1[CH:4]=[C:5]([C:6]2[S:8][CH:24]=[C:22]([CH2:21][C:20]([O:19][CH3:18])=[O:26])[N:7]=2)[CH:9]=[C:10]([C:12]([F:15])([F:13])[F:14])[CH:11]=1. The catalyst class is: 8.